This data is from Forward reaction prediction with 1.9M reactions from USPTO patents (1976-2016). The task is: Predict the product of the given reaction. (1) Given the reactants [Cl:1][C:2]1[CH:3]=[C:4]([C:9]2[CH:14]=[C:13]([C:15]([F:18])([F:17])[F:16])[N:12]3[N:19]=[CH:20][C:21]([C:22]#[CH:23])=[C:11]3[N:10]=2)[CH:5]=[CH:6][C:7]=1[Cl:8].Br[C:25]1[CH:30]=[CH:29][C:28]([S:31]([NH2:34])(=[O:33])=[O:32])=[CH:27][CH:26]=1, predict the reaction product. The product is: [Cl:1][C:2]1[CH:3]=[C:4]([C:9]2[CH:14]=[C:13]([C:15]([F:16])([F:17])[F:18])[N:12]3[N:19]=[CH:20][C:21]([C:22]#[C:23][C:25]4[CH:30]=[CH:29][C:28]([S:31]([NH2:34])(=[O:33])=[O:32])=[CH:27][CH:26]=4)=[C:11]3[N:10]=2)[CH:5]=[CH:6][C:7]=1[Cl:8]. (2) Given the reactants [O:1]1[CH2:6][CH2:5][N:4]([C:7]2[C:8]3[N:9]([CH:24]=[C:25]([CH:27]=[CH:28][C:29]4[CH:38]=[CH:37][C:36]5[C:31](=[CH:32][CH:33]=[CH:34][CH:35]=5)[N:30]=4)[N:26]=3)[C:10]([C:13]3[CH:14]=[CH:15][C:16](/[C:19](=[N:22]\[H])/[NH:20][NH2:21])=[N:17][CH:18]=3)=[CH:11][N:12]=2)[CH2:3][CH2:2]1.O.[C:40]([O-])(O)=O.[Na+], predict the reaction product. The product is: [N:21]1[NH:20][C:19]([C:16]2[N:17]=[CH:18][C:13]([C:10]3[N:9]4[CH:24]=[C:25](/[CH:27]=[CH:28]/[C:29]5[CH:38]=[CH:37][C:36]6[C:31](=[CH:32][CH:33]=[CH:34][CH:35]=6)[N:30]=5)[N:26]=[C:8]4[C:7]([N:4]4[CH2:5][CH2:6][O:1][CH2:2][CH2:3]4)=[N:12][CH:11]=3)=[CH:14][CH:15]=2)=[N:22][CH:40]=1. (3) Given the reactants [Cl:1][CH2:2][C:3]1[CH:11]=[CH:10][C:6]([CH:7]=[N:8][OH:9])=[CH:5][CH:4]=1.C1C(=O)N([Cl:19])C(=O)C1.Cl, predict the reaction product. The product is: [Cl:1][CH2:2][C:3]1[CH:11]=[CH:10][C:6]([C:7]([Cl:19])=[N:8][OH:9])=[CH:5][CH:4]=1. (4) Given the reactants [Cl:1][C:2]1[CH:3]=[C:4]2[C:9](=[CH:10][C:11]=1[O:12][C:13]1[CH:18]=[CH:17][C:16]([C:19](=[O:35])[NH:20][C:21]3[CH:26]=[CH:25][C:24]([F:27])=[C:23]([C:28]4[CH:33]=[CH:32][C:31]([Cl:34])=[CH:30][CH:29]=4)[N:22]=3)=[CH:15][CH:14]=1)[O:8][CH2:7][CH2:6][CH:5]2[C:36]([OH:38])=[O:37].C[O-].[Na+:41].CO, predict the reaction product. The product is: [Cl:1][C:2]1[CH:3]=[C:4]2[C:9](=[CH:10][C:11]=1[O:12][C:13]1[CH:14]=[CH:15][C:16]([C:19](=[O:35])[NH:20][C:21]3[CH:26]=[CH:25][C:24]([F:27])=[C:23]([C:28]4[CH:33]=[CH:32][C:31]([Cl:34])=[CH:30][CH:29]=4)[N:22]=3)=[CH:17][CH:18]=1)[O:8][CH2:7][CH2:6][CH:5]2[C:36]([O-:38])=[O:37].[Na+:41]. (5) Given the reactants C(OC([C@@H](N1C(=O)CC(C=O)C1)CC)=O)(C)(C)C.[C:19]([Cl:23])([Cl:22])([Cl:21])[F:20].[P:24]([CH2:33][CH2:34][CH2:35][CH3:36])([CH2:29][CH2:30][CH2:31][CH3:32])[CH2:25][CH2:26][CH2:27][CH3:28].[PH4+].[OH-].[Na+], predict the reaction product. The product is: [P:24]([CH2:29][CH2:30][CH2:31][CH3:32])([CH2:33][CH2:34][CH2:35][CH3:36])[CH2:25][CH2:26][CH2:27][CH3:28].[C:19]([F:20])([Cl:23])([Cl:22])[Cl:21]. (6) Given the reactants [CH:1]([C:3]1[CH:4]=[C:5]([CH:10]=[CH:11][CH:12]=1)[C:6]([O:8][CH3:9])=[O:7])=O.[O:13]1[CH2:18][CH2:17][CH:16]([NH2:19])[CH2:15][CH2:14]1.CC(O)=O.[BH3-]C#N.[Na+], predict the reaction product. The product is: [O:13]1[CH2:18][CH2:17][CH:16]([NH:19][CH2:1][C:3]2[CH:4]=[C:5]([CH:10]=[CH:11][CH:12]=2)[C:6]([O:8][CH3:9])=[O:7])[CH2:15][CH2:14]1.